This data is from Peptide-MHC class I binding affinity with 185,985 pairs from IEDB/IMGT. The task is: Regression. Given a peptide amino acid sequence and an MHC pseudo amino acid sequence, predict their binding affinity value. This is MHC class I binding data. (1) The peptide sequence is EFTSDYPFY. The MHC is HLA-A03:01 with pseudo-sequence HLA-A03:01. The binding affinity (normalized) is 0.249. (2) The binding affinity (normalized) is 0.0847. The MHC is HLA-B18:01 with pseudo-sequence HLA-B18:01. The peptide sequence is SLTDRELLL. (3) The peptide sequence is AQGYKVLVL. The MHC is HLA-A24:02 with pseudo-sequence HLA-A24:02. The binding affinity (normalized) is 0.